This data is from Full USPTO retrosynthesis dataset with 1.9M reactions from patents (1976-2016). The task is: Predict the reactants needed to synthesize the given product. (1) The reactants are: [C:1]([C:5]1[C:6]([OH:24])=[C:7]([C:11]([CH3:23])=[C:12]([C:14](=O)[C:15]2[CH:20]=[CH:19][C:18]([Cl:21])=[CH:17][CH:16]=2)[CH:13]=1)[C:8]([OH:10])=[O:9])([CH3:4])([CH3:3])[CH3:2].Cl.[NH2:26][OH:27].C(=O)([O-])O.[Na+]. Given the product [C:1]([C:5]1[C:6]([OH:24])=[C:7]([C:11]([CH3:23])=[C:12]([C:14]([C:15]2[CH:20]=[CH:19][C:18]([Cl:21])=[CH:17][CH:16]=2)=[N:26][OH:27])[CH:13]=1)[C:8]([OH:10])=[O:9])([CH3:4])([CH3:3])[CH3:2], predict the reactants needed to synthesize it. (2) Given the product [Br:8][C:9]1[CH:10]=[C:11]2[C:12](=[C:28]([CH3:30])[CH:29]=1)[C:13](=[O:14])[N:15]([CH2:16][C:17]1[CH:22]=[CH:21][C:20]([O:23][C:24]([F:25])([F:26])[F:27])=[CH:19][CH:18]=1)[CH2:31]2, predict the reactants needed to synthesize it. The reactants are: C(N(CC)CC)C.[Br:8][C:9]1[CH:29]=[C:28]([CH3:30])[C:12]([C:13]([NH:15][CH2:16][C:17]2[CH:22]=[CH:21][C:20]([O:23][C:24]([F:27])([F:26])[F:25])=[CH:19][CH:18]=2)=[O:14])=[C:11]([CH2:31]O)[CH:10]=1.CS(Cl)(=O)=O.CCC([O-])(C)C.[Na+]. (3) Given the product [CH:1]1([CH2:4][O:5][C:6]2[C:11]([CH2:12][CH3:13])=[CH:10][CH:9]=[CH:8][C:7]=2/[CH:14]=[CH:15]/[C:16]2[N:17]=[C:18]3[S:25][CH:24]=[CH:23][N:19]3[C:20](=[O:22])[C:21]=2[I:26])[CH2:2][CH2:3]1, predict the reactants needed to synthesize it. The reactants are: [CH:1]1([CH2:4][O:5][C:6]2[C:11]([CH2:12][CH3:13])=[CH:10][CH:9]=[CH:8][C:7]=2/[CH:14]=[CH:15]/[C:16]2[N:17]=[C:18]3[S:25][CH:24]=[CH:23][N:19]3[C:20](=[O:22])[CH:21]=2)[CH2:3][CH2:2]1.[I:26]N1C(=O)CCC1=O. (4) Given the product [Cl:24][C:25]1[CH:26]=[CH:27][C:28]2[O:32][C:31]([C:33]([N:10]3[CH2:9][C@@H:8]([CH3:14])[N:7]([CH2:6][C:5]4[CH:15]=[CH:16][C:2]([F:1])=[CH:3][CH:4]=4)[CH2:12][C@@H:11]3[CH3:13])=[O:34])=[CH:30][C:29]=2[CH:36]=1, predict the reactants needed to synthesize it. The reactants are: [F:1][C:2]1[CH:16]=[CH:15][C:5]([CH2:6][N:7]2[CH2:12][C@@H:11]([CH3:13])[NH:10][CH2:9][C@@H:8]2[CH3:14])=[CH:4][CH:3]=1.C(N(CC)CC)C.[Cl:24][C:25]1[CH:26]=[CH:27][C:28]2[O:32][C:31]([C:33](Cl)=[O:34])=[CH:30][C:29]=2[CH:36]=1. (5) The reactants are: C(OC(N1CCN([CH2:14][CH2:15][NH:16][C@:17]23[CH2:51][CH2:50][C@@H:49]([C:52]([CH3:54])=[CH2:53])[C@@H:18]2[C@@H:19]2[C@@:32]([CH3:35])([CH2:33][CH2:34]3)[C@@:31]3([CH3:36])[C@@H:22]([C@:23]4([CH3:48])[C@@H:28]([CH2:29][CH2:30]3)[C:27]([CH3:38])([CH3:37])[C:26]([C:39]3[CH:47]=[CH:46][C:42]([C:43]([OH:45])=[O:44])=[CH:41][CH:40]=3)=[CH:25][CH2:24]4)[CH2:21][CH2:20]2)CC1)=O)(C)(C)C.[CH3:55][S:56]([CH:59]1[CH2:64][CH2:63][NH:62][CH2:61][CH2:60]1)(=[O:58])=[O:57]. Given the product [CH3:35][C@:32]12[C@@:31]3([CH3:36])[C@@H:22]([C@:23]4([CH3:48])[C@@H:28]([CH2:29][CH2:30]3)[C:27]([CH3:37])([CH3:38])[C:26]([C:39]3[CH:40]=[CH:41][C:42]([C:43]([OH:45])=[O:44])=[CH:46][CH:47]=3)=[CH:25][CH2:24]4)[CH2:21][CH2:20][C@@H:19]1[C@H:18]1[C@H:49]([C:52]([CH3:54])=[CH2:53])[CH2:50][CH2:51][C@:17]1([NH:16][CH2:15][CH2:14][N:62]1[CH2:63][CH2:64][CH:59]([S:56]([CH3:55])(=[O:58])=[O:57])[CH2:60][CH2:61]1)[CH2:34][CH2:33]2, predict the reactants needed to synthesize it.